This data is from Forward reaction prediction with 1.9M reactions from USPTO patents (1976-2016). The task is: Predict the product of the given reaction. (1) Given the reactants [C:1]([O:5][C:6]([N:8]1[C@H:12]([C:13]([O:15][CH3:16])=[O:14])[CH2:11][C@H:10]([CH2:17][C:18](O)=[O:19])[CH2:9]1)=[O:7])([CH3:4])([CH3:3])[CH3:2], predict the reaction product. The product is: [OH:19][CH2:18][CH2:17][C@@H:10]1[CH2:9][N:8]([C:6]([O:5][C:1]([CH3:4])([CH3:2])[CH3:3])=[O:7])[C@H:12]([C:13]([O:15][CH3:16])=[O:14])[CH2:11]1. (2) Given the reactants Cl.[CH:2]12[CH2:13][CH:9]([CH2:10][NH:11][CH2:12]1)[C:8]1[CH:7]=[CH:6][CH:5]=[CH:4][C:3]2=1.N1C=CC=CC=1.[F:20][C:21]([F:32])([F:31])[C:22](O[C:22](=[O:23])[C:21]([F:32])([F:31])[F:20])=[O:23].Cl, predict the reaction product. The product is: [CH:2]12[CH2:13][CH:9]([CH2:10][N:11]([C:22](=[O:23])[C:21]([F:32])([F:31])[F:20])[CH2:12]1)[C:8]1[CH:7]=[CH:6][CH:5]=[CH:4][C:3]2=1. (3) Given the reactants [O:1]([C:8]1[CH:13]=[CH:12][C:11]([NH2:14])=[CH:10][C:9]=1[CH2:15][O:16][CH:17]1[CH2:22][CH2:21][CH2:20][CH2:19][O:18]1)[C:2]1[CH:7]=[CH:6][CH:5]=[CH:4][CH:3]=1.[CH3:23][O:24][C:25]([C:27]1[C:28]([CH3:63])=[C:29]2[C:34](NC3C=CC(OC4C=CC=CC=4OC(C(OC(C)(C)C)=O)(C)C)=CC=3)=[C:33]([C:60]#[N:61])[CH:32]=[N:31][N:30]2[CH:62]=1)=[O:26].[C:64](O)(C(F)(F)F)=O.O.C(O)(C(F)(F)F)=O.CC#N, predict the reaction product. The product is: [CH2:23]([O:24][C:25]([C:27]1[C:28]([CH3:63])=[C:29]2[C:34]([NH:14][C:11]3[CH:12]=[CH:13][C:8]([O:1][C:2]4[CH:3]=[CH:4][CH:5]=[CH:6][CH:7]=4)=[C:9]([CH2:15][O:16][CH:17]4[CH2:22][CH2:21][CH2:20][CH2:19][O:18]4)[CH:10]=3)=[C:33]([C:60]#[N:61])[CH:32]=[N:31][N:30]2[CH:62]=1)=[O:26])[CH3:64]. (4) Given the reactants [CH3:1][N:2]1[CH:6]=[CH:5][C:4]([C:7]([F:10])([F:9])[F:8])=[N:3]1.[Li]CCCC.[I:16]I, predict the reaction product. The product is: [I:16][C:6]1[N:2]([CH3:1])[N:3]=[C:4]([C:7]([F:10])([F:9])[F:8])[CH:5]=1. (5) Given the reactants Br[CH2:2][C:3]1[CH:8]=[CH:7][C:6]([C:9]2[CH:13]=[C:12]([C:14]([NH2:16])=[O:15])[O:11][N:10]=2)=[CH:5][CH:4]=1.[OH:17][C:18]1[C:19]([CH3:24])=[N:20][CH:21]=[CH:22][CH:23]=1.C([O-])([O-])=O.[K+].[K+], predict the reaction product. The product is: [CH3:24][C:19]1[C:18]([O:17][CH2:2][C:3]2[CH:8]=[CH:7][C:6]([C:9]3[CH:13]=[C:12]([C:14]([NH2:16])=[O:15])[O:11][N:10]=3)=[CH:5][CH:4]=2)=[CH:23][CH:22]=[CH:21][N:20]=1.